This data is from Reaction yield outcomes from USPTO patents with 853,638 reactions. The task is: Predict the reaction yield, written as a fraction of the theoretical maximum amount of product (1.0 means a 100% yield; for example, 0.34 means a 34% yield). (1) The reactants are Cl[CH2:2][C:3]1[N:4]=[C:5]2[S:12][C:11]([CH3:13])=[C:10]([C:14]([O:16][CH3:17])=[O:15])[N:6]2[C:7](=[O:9])[CH:8]=1.[I-].[K+].C(=O)([O-])[O-].[K+].[K+].[F:26][C:27]1[CH:32]=[CH:31][C:30]([OH:33])=[CH:29][CH:28]=1. The catalyst is C(#N)C. The product is [F:26][C:27]1[CH:32]=[CH:31][C:30]([O:33][CH2:2][C:3]2[N:4]=[C:5]3[S:12][C:11]([CH3:13])=[C:10]([C:14]([O:16][CH3:17])=[O:15])[N:6]3[C:7](=[O:9])[CH:8]=2)=[CH:29][CH:28]=1. The yield is 0.860. (2) The reactants are [NH2:1][C:2]1[CH:7]=[CH:6][C:5]([C:8]2([C:16]#[N:17])[CH2:13][CH2:12][S:11](=[O:15])(=[O:14])[CH2:10][CH2:9]2)=[CH:4][CH:3]=1.C1C(=O)N([Br:25])C(=O)C1. The catalyst is C(Cl)Cl. The product is [NH2:1][C:2]1[CH:7]=[CH:6][C:5]([C:8]2([C:16]#[N:17])[CH2:13][CH2:12][S:11](=[O:15])(=[O:14])[CH2:10][CH2:9]2)=[CH:4][C:3]=1[Br:25]. The yield is 0.900.